This data is from Reaction yield outcomes from USPTO patents with 853,638 reactions. The task is: Predict the reaction yield, written as a fraction of the theoretical maximum amount of product (1.0 means a 100% yield; for example, 0.34 means a 34% yield). The yield is 0.480. The reactants are [NH:1]1[CH:5]=[CH:4][N:3]=[N:2]1.CN[C@@H:8]1[CH2:13][CH2:12][CH2:11][CH2:10][C@H:9]1[NH:14]C.[C:16]([O-:19])([O-])=[O:17].[Cs+].[Cs+].[C:22](=O)([O-])[O-]. The catalyst is [Cu]I.CN(C=O)C. The product is [CH3:8][C:13]1[N:14]=[C:9]([C:16]([O:19][CH3:22])=[O:17])[C:10]([N:2]2[N:3]=[CH:4][CH:5]=[N:1]2)=[CH:11][CH:12]=1.